This data is from Forward reaction prediction with 1.9M reactions from USPTO patents (1976-2016). The task is: Predict the product of the given reaction. (1) Given the reactants [CH3:1][O:2][CH2:3][C@@H:4]1[N:8]([C:9]([O:11][CH2:12][C:13]2[CH:18]=[CH:17][CH:16]=[CH:15][CH:14]=2)=[O:10])[CH2:7][C@@H:6](S(C2C=CC(C)=CC=2)(=O)=O)[CH2:5]1.C1OCCOCCOCCOCCOCCOC1.[C-:47]#[N:48].[K+], predict the reaction product. The product is: [CH3:1][O:2][CH2:3][C@H:4]1[N:8]([C:9]([O:11][CH2:12][C:13]2[CH:14]=[CH:15][CH:16]=[CH:17][CH:18]=2)=[O:10])[CH2:7][C@@H:6]([C:47]#[N:48])[CH2:5]1. (2) Given the reactants [C:1]([C:3]1[CH:8]=[CH:7][C:6]([C:9]2[N:13]3[CH:14]=[C:15]([C:18]4[CH:28]=[CH:27][C:21]([C:22]([O:24]CC)=[O:23])=[CH:20][CH:19]=4)[N:16]=[CH:17][C:12]3=[N:11][CH:10]=2)=[CH:5][CH:4]=1)#[N:2].O[Li].O, predict the reaction product. The product is: [C:1]([C:3]1[CH:4]=[CH:5][C:6]([C:9]2[N:13]3[CH:14]=[C:15]([C:18]4[CH:28]=[CH:27][C:21]([C:22]([OH:24])=[O:23])=[CH:20][CH:19]=4)[N:16]=[CH:17][C:12]3=[N:11][CH:10]=2)=[CH:7][CH:8]=1)#[N:2].